Dataset: Retrosynthesis with 50K atom-mapped reactions and 10 reaction types from USPTO. Task: Predict the reactants needed to synthesize the given product. (1) The reactants are: ClCc1cn2cc(Br)ccc2n1.NC(=O)c1ccc(N2CCNCC2)cc1. Given the product NC(=O)c1ccc(N2CCN(Cc3cn4cc(Br)ccc4n3)CC2)cc1, predict the reactants needed to synthesize it. (2) Given the product O=C(O)CNc1nnc(-c2ccccc2)s1, predict the reactants needed to synthesize it. The reactants are: CC(C)(C)OC(=O)CNc1nnc(-c2ccccc2)s1. (3) Given the product O=C(N1CCN(Cc2ccccc2)CC12CC2)C(F)(F)F, predict the reactants needed to synthesize it. The reactants are: O=C(O)C(F)(F)F.c1ccc(CN2CCNC3(CC3)C2)cc1.